This data is from Full USPTO retrosynthesis dataset with 1.9M reactions from patents (1976-2016). The task is: Predict the reactants needed to synthesize the given product. (1) Given the product [S:42]([C:39]1[CH:40]=[CH:41][C:36]([CH3:46])=[CH:37][CH:38]=1)([OH:45])(=[O:44])=[O:43].[CH:1]1([NH:4][C:5](=[O:35])[C:6]2[CH:11]=[CH:10][C:9]([CH3:12])=[C:8]([N:13]3[CH:18]=[CH:17][N:16]=[C:15]([NH:19][C:20]([CH3:33])([C:22]4[CH:27]=[CH:26][CH:25]=[CH:24][C:23]=4[O:28][CH2:29][CH2:30][NH:31][CH3:32])[CH3:21])[C:14]3=[O:34])[CH:7]=2)[CH2:3][CH2:2]1, predict the reactants needed to synthesize it. The reactants are: [CH:1]1([NH:4][C:5](=[O:35])[C:6]2[CH:11]=[CH:10][C:9]([CH3:12])=[C:8]([N:13]3[CH:18]=[CH:17][N:16]=[C:15]([NH:19][C:20]([CH3:33])([C:22]4[CH:27]=[CH:26][CH:25]=[CH:24][C:23]=4[O:28][CH2:29][CH2:30][NH:31][CH3:32])[CH3:21])[C:14]3=[O:34])[CH:7]=2)[CH2:3][CH2:2]1.[C:36]1([CH3:46])[CH:41]=[CH:40][C:39]([S:42]([OH:45])(=[O:44])=[O:43])=[CH:38][CH:37]=1. (2) Given the product [NH2:26][C:15]1[C:14]2[NH:27][C:4](=[O:30])[N:5]([CH2:6][C:7]3[CH:8]=[CH:9][CH:10]=[CH:11][CH:12]=3)[C:13]=2[CH:18]=[C:17]([C:19]2[CH:24]=[CH:23][CH:22]=[CH:21][C:20]=2[F:25])[N:16]=1, predict the reactants needed to synthesize it. The reactants are: C(O[C:4](=[O:30])[N:5]([C:13]1[CH:18]=[C:17]([C:19]2[CH:24]=[CH:23][CH:22]=[CH:21][C:20]=2[F:25])[N:16]=[C:15]([NH2:26])[C:14]=1[N+:27]([O-])=O)[CH2:6][C:7]1[CH:12]=[CH:11][CH:10]=[CH:9][CH:8]=1)C.